From a dataset of Experimentally validated miRNA-target interactions with 360,000+ pairs, plus equal number of negative samples. Binary Classification. Given a miRNA mature sequence and a target amino acid sequence, predict their likelihood of interaction. Result: 1 (interaction). The miRNA is mmu-miR-467g with sequence UAUACAUACACACACAUAUAU. The protein sequence of the target gene is MASCVGSRTLSKDDVNYRMHFRMINEQQVEDITIDFFYRPHTITLLSFTIISLMYFAFTRDDSVPEDNIWRGILSVIFFFLIISVLAFPNGPFTRPHPALWRMVFGLSVLYFLFLVFLLFLNFEQVKSLMYWLDPNLRYATREADIMEYAVNCHVITWERIVSHFDIFAFGHFWGWAMKALLIRSYGLCWTISITWELTELFFMHLLPNFAECWWDQVILDILLCNGGGIWLGMVVCRFLEMRTYHWASFKDIHTTTGKIKRAVLQFTPASWTYVRWFDPKSSFQRVAGIYLFMIIWQLT....